From a dataset of Full USPTO retrosynthesis dataset with 1.9M reactions from patents (1976-2016). Predict the reactants needed to synthesize the given product. (1) Given the product [F:18][C:19]1([F:25])[CH2:24][CH2:23][N:22]([C:14]([C:11]2[S:10][C:9]([C:8]#[C:7][C:1]3[CH:2]=[CH:3][CH:4]=[CH:5][CH:6]=3)=[N:13][CH:12]=2)=[O:16])[CH2:21][CH2:20]1, predict the reactants needed to synthesize it. The reactants are: [C:1]1([C:7]#[C:8][C:9]2[S:10][C:11]([C:14]([OH:16])=O)=[CH:12][N:13]=2)[CH:6]=[CH:5][CH:4]=[CH:3][CH:2]=1.Cl.[F:18][C:19]1([F:25])[CH2:24][CH2:23][NH:22][CH2:21][CH2:20]1.C1CN([P+](ON2N=NC3C=CC=CC2=3)(N2CCCC2)N2CCCC2)CC1.F[P-](F)(F)(F)(F)F.C(N(CC)C(C)C)(C)C. (2) Given the product [C:1]1([S:7]([N:10]2[C:14]3[C:13](=[C:18]([O:19][CH3:20])[CH:17]=[CH:16][N:15]=3)[CH:12]=[C:11]2[I:26])(=[O:8])=[O:9])[CH:2]=[CH:3][CH:4]=[CH:5][CH:6]=1, predict the reactants needed to synthesize it. The reactants are: [C:1]1([S:7]([N:10]2[C:14]3=[N:15][CH:16]=[CH:17][C:18]([O:19][CH3:20])=[C:13]3[CH:12]=[CH:11]2)(=[O:9])=[O:8])[CH:6]=[CH:5][CH:4]=[CH:3][CH:2]=1.[Li]CCCC.[I:26]I.[O-]S([O-])(=S)=O.[Na+].[Na+].